From a dataset of Experimentally validated miRNA-target interactions with 360,000+ pairs, plus equal number of negative samples. Binary Classification. Given a miRNA mature sequence and a target amino acid sequence, predict their likelihood of interaction. (1) The miRNA is hsa-miR-4655-5p with sequence CACCGGGGAUGGCAGAGGGUCG. The protein sequence of the target gene is MADQLTEEQIAEFKEAFSLFDKDGDGSITTQELGTVMRSLGQNPTEAELQGMVNEIDKDGNGTVDFPEFLTMMSRKMKDTDSEEEIREAFRVFDKDGNGFVSAAELRHVMTKLGEKLSDEEVDEMIQAADTDGDGQVNYEEFVHMLVSK. Result: 0 (no interaction). (2) The miRNA is hsa-miR-5000-5p with sequence CAGUUCAGAAGUGUUCCUGAGU. The protein sequence of the target gene is MKTVRFNKQALAILAACFIFLLCVVCYFSASSESHNAVVVGERARGHIAVRDVENRHLAEEKHAVIHAKTVGKIERVVSQEKVEILRPARVESKPPGEKTSTEPEETGVGKAPIQTSEGLEKLIGKIHYENKDEENDLRRQKVKEMMIHAWEGYKNYSWGANELRPMSKKPNSQNIFGGSQMPATIVDAADTLFIMDLKDKYKEARDYIENNFSMAKSTSTLSVFETTIRFLGGLLSLYALTQESFYIEKAREVGEALLPAFNTPSGIPKSNLDVASKHASNYGWANGGQSILSEIGSLH.... Result: 0 (no interaction). (3) The miRNA is hsa-miR-451b with sequence UAGCAAGAGAACCAUUACCAUU. The protein sequence of the target gene is MPHKIGFVVVSSSGHEDGFSARELMIHAPTVSGWRSPRFCQFPQEIVLQMVERCRIRKLQLLAHQYMISSKIEFYISESLPEYFAPYQAERFRRLGYVSLCDNEKTGCKARELKSVYVDAVGQFLKLIFHQNHVNKYNIYNQVALVAINIIGDPADFSDESNTASREKLIDHYLGHNSEDPALEGTYARKSDYISPLDDLAFDMYQDPEVAQIIRKLDERKREAVQKERYDYAKKLKQAIADLQKVGERLGRYEVEKRCAVEKEDYDLAKEKKQQMEQYRAEVYEQLELHSLLDAELMRR.... Result: 1 (interaction). (4) The miRNA is hsa-miR-513c-5p with sequence UUCUCAAGGAGGUGUCGUUUAU. The protein sequence of the target gene is MGPTSGPSLLLLLLTHLPLALGSPMYSIITPNILRLESEETMVLEAHDAQGDVPVTVTVHDFPGKKLVLSSEKTVLTPATNHMGNVTFTIPANREFKSEKGRNKFVTVQATFGTQVVEKVVLVSLQSGYLFIQTDKTIYTPGSTVLYRIFTVNHKLLPVGRTVMVNIENPEGIPVKQDSLSSQNQLGVLPLSWDIPELVNMGQWKIRAYYENSPQQVFSTEFEVKEYVLPSFEVIVEPTEKFYYIYNEKGLEVTITARFLYGKKVEGTAFVIFGIQDGEQRISLPESLKRIPIEDGSGEV.... Result: 1 (interaction). (5) Result: 1 (interaction). The miRNA is hsa-miR-30d-5p with sequence UGUAAACAUCCCCGACUGGAAG. The protein sequence of the target gene is MMAAKVVPMPPKPKQSFILRVPPDSKLGQDLLRDATNGPKTIHQLVLEHFLTFLPKPSLVQPSQKVKETLVIMKDVSSSLQNRVHPRPLVKLLPKGVQKEQETVSLYLKANPEELVVFEDLNVFHCQEECVSLDPTQQLTSEKEDDSSVGEMMLLAVNGSNPEGEDPEREPVENEDYREKSSDDDEMDSSLVSQQPPDNQEKERLNTSIPQKRKMRNLLVTIENDTPLEELSKYVDISIIALTRNRRTRRWYTCPLCGKQFNESSYLISHQRTHTGEKPYDCNHCGKSFNHKTNLNKHER.... (6) The miRNA is hsa-miR-5680 with sequence GAGAAAUGCUGGACUAAUCUGC. The protein sequence of the target gene is MAVLWRLSAVCGALGGRALLLRTPVVRPAHISAFLQDRPIPEWCGVQHIHLSPSHHSGSKAASLHWTSERVVSVLLLGLLPAAYLNPCSAMDYSLAAALTLHGHWGLGQVVTDYVHGDALQKAAKAGLLALSALTFAGLCYFNYHDVGICKAVAMLWKL. Result: 1 (interaction). (7) The miRNA is hsa-miR-4724-5p with sequence AACUGAACCAGGAGUGAGCUUCG. The protein sequence of the target gene is MIEDKGPRVTDYFVVAGLTDTSTLLDQEINRTDTNSIGPKAPITDIAVIIKSAGETVPEGYTCVEATPSALQANLNYGSLKSPELFLCYRRGRDKPPLTDIGVLYEGKERLMPGCEVIQATPYGRCANVNNSSTTSQRIFITYRRAPPVRSQNSLAVTDICVIITSKGETPPHTFCKVDKNLNCGMWGSNVFLCYKKSVPASNAIAYKAGLIFRYPEEDYESFPLSPSVPLFCLPMGATIECWDPQIKYPLPVFSTFVLTGSSAEKVYGAAIQFYEPYSQERLTEKQLTQLGLLTLVEKR.... Result: 0 (no interaction). (8) The miRNA is hsa-miR-30e-5p with sequence UGUAAACAUCCUUGACUGGAAG. The protein sequence of the target gene is MSVDPLSSKALKIKRELSENTPHLSDEALMGLSVRELNRHLRGLSAEEVTRLKQRRRTLKNRGYAASCRVKRVCQKEELQKQKSELEREVDKLARENAAMRLELDALRGKCEALQGFARSVAAARGPATLVAPASVITIVKSTPGSGSGPAHGPDPAHGPASCS. Result: 0 (no interaction). (9) The miRNA is hsa-miR-583 with sequence CAAAGAGGAAGGUCCCAUUAC. The protein sequence of the target gene is MRSGEELDGFEGEASSTSMISGASSPYQPTTEPVSQRRGLAGLRCDPDYLRGALGRLKVAQVILALIAFICIETIMACSPCEGLYFFEFVSCSAFVVTGVLLIMFSLNLHMRIPQINWNLTDLVNTGLSAFLFFIASIVLAALNHRAGAEIAAVIFGFLATAAYAVNTFLAVQKWRVSVRQQSTNDYIRARTESRDVDSRPEIQRLDTFSYSTNVTVRKKSPTNLLSLNHWQLA. Result: 1 (interaction).